This data is from Forward reaction prediction with 1.9M reactions from USPTO patents (1976-2016). The task is: Predict the product of the given reaction. (1) Given the reactants [F:1][C:2]1[CH:11]=[C:10]2[C:5]([CH:6]=[CH:7][C:8](=[O:12])[NH:9]2)=[N:4][CH:3]=1.ClC1C=C(C=CC=1)C(OO)=[O:18], predict the reaction product. The product is: [F:1][C:2]1[CH:3]=[N+:4]([O-:18])[C:5]2[CH:6]=[CH:7][C:8](=[O:12])[NH:9][C:10]=2[CH:11]=1. (2) Given the reactants Cl.[CH2:2]([O:4][C:5](=[O:8])[CH2:6][NH2:7])[CH3:3].[N:9]([CH2:12][C:13](OCC)=[O:14])=[C:10]=[S:11].C(N(CC)CC)C, predict the reaction product. The product is: [CH2:2]([O:4][C:5](=[O:8])[CH2:6][N:7]1[C:13](=[O:14])[CH2:12][NH:9][C:10]1=[S:11])[CH3:3]. (3) Given the reactants [CH3:1][N:2]([CH3:6])[CH2:3][CH2:4][NH2:5].[CH3:7][N:8]([CH3:13])[CH2:9][CH:10](Cl)[CH3:11], predict the reaction product. The product is: [CH3:1][N:2]([CH3:6])[CH2:3][CH2:4][NH:5][CH:10]([CH3:11])[CH2:9][N:8]([CH3:13])[CH3:7]. (4) Given the reactants [NH2:1][C:2]1[C:9]([I:10])=[CH:8][C:5]([C:6]#[N:7])=[CH:4][C:3]=1Cl.[CH3:12]O, predict the reaction product. The product is: [NH2:7][CH2:6][C:5]1[CH:4]=[C:3]([CH3:12])[C:2]([NH2:1])=[C:9]([I:10])[CH:8]=1.